Dataset: NCI-60 drug combinations with 297,098 pairs across 59 cell lines. Task: Regression. Given two drug SMILES strings and cell line genomic features, predict the synergy score measuring deviation from expected non-interaction effect. (1) Drug 1: COC1=CC(=CC(=C1O)OC)C2C3C(COC3=O)C(C4=CC5=C(C=C24)OCO5)OC6C(C(C7C(O6)COC(O7)C8=CC=CS8)O)O. Drug 2: CCCS(=O)(=O)NC1=C(C(=C(C=C1)F)C(=O)C2=CNC3=C2C=C(C=N3)C4=CC=C(C=C4)Cl)F. Cell line: UACC62. Synergy scores: CSS=48.6, Synergy_ZIP=-9.82, Synergy_Bliss=-6.99, Synergy_Loewe=-3.92, Synergy_HSA=-1.53. (2) Drug 1: CN(C)N=NC1=C(NC=N1)C(=O)N. Drug 2: CC1C(C(CC(O1)OC2CC(CC3=C2C(=C4C(=C3O)C(=O)C5=C(C4=O)C(=CC=C5)OC)O)(C(=O)CO)O)N)O.Cl. Cell line: DU-145. Synergy scores: CSS=42.3, Synergy_ZIP=-5.11, Synergy_Bliss=-3.21, Synergy_Loewe=-0.823, Synergy_HSA=0.292. (3) Drug 1: C1=NNC2=C1C(=O)NC=N2. Drug 2: CCN(CC)CCCC(C)NC1=C2C=C(C=CC2=NC3=C1C=CC(=C3)Cl)OC. Cell line: SK-MEL-2. Synergy scores: CSS=19.2, Synergy_ZIP=-2.49, Synergy_Bliss=5.17, Synergy_Loewe=-5.23, Synergy_HSA=3.27. (4) Drug 1: C1CCN(CC1)CCOC2=CC=C(C=C2)C(=O)C3=C(SC4=C3C=CC(=C4)O)C5=CC=C(C=C5)O. Synergy scores: CSS=-1.72, Synergy_ZIP=5.76, Synergy_Bliss=10.8, Synergy_Loewe=2.40, Synergy_HSA=3.53. Cell line: SK-MEL-28. Drug 2: CCC(=C(C1=CC=CC=C1)C2=CC=C(C=C2)OCCN(C)C)C3=CC=CC=C3.C(C(=O)O)C(CC(=O)O)(C(=O)O)O. (5) Drug 2: CC1C(C(CC(O1)OC2CC(CC3=C2C(=C4C(=C3O)C(=O)C5=C(C4=O)C(=CC=C5)OC)O)(C(=O)CO)O)N)O.Cl. Cell line: BT-549. Drug 1: C1CN1C2=NC(=NC(=N2)N3CC3)N4CC4. Synergy scores: CSS=35.8, Synergy_ZIP=-4.94, Synergy_Bliss=1.40, Synergy_Loewe=-7.24, Synergy_HSA=4.08. (6) Cell line: OVCAR-5. Synergy scores: CSS=6.55, Synergy_ZIP=-0.685, Synergy_Bliss=5.10, Synergy_Loewe=2.64, Synergy_HSA=3.71. Drug 2: C1=CN(C=N1)CC(O)(P(=O)(O)O)P(=O)(O)O. Drug 1: CNC(=O)C1=CC=CC=C1SC2=CC3=C(C=C2)C(=NN3)C=CC4=CC=CC=N4. (7) Drug 1: CC1=C2C(C(=O)C3(C(CC4C(C3C(C(C2(C)C)(CC1OC(=O)C(C(C5=CC=CC=C5)NC(=O)C6=CC=CC=C6)O)O)OC(=O)C7=CC=CC=C7)(CO4)OC(=O)C)O)C)OC(=O)C. Drug 2: CCN(CC)CCNC(=O)C1=C(NC(=C1C)C=C2C3=C(C=CC(=C3)F)NC2=O)C. Cell line: SK-MEL-5. Synergy scores: CSS=7.19, Synergy_ZIP=6.67, Synergy_Bliss=4.07, Synergy_Loewe=0.878, Synergy_HSA=3.66. (8) Drug 1: CC1=C(N=C(N=C1N)C(CC(=O)N)NCC(C(=O)N)N)C(=O)NC(C(C2=CN=CN2)OC3C(C(C(C(O3)CO)O)O)OC4C(C(C(C(O4)CO)O)OC(=O)N)O)C(=O)NC(C)C(C(C)C(=O)NC(C(C)O)C(=O)NCCC5=NC(=CS5)C6=NC(=CS6)C(=O)NCCC[S+](C)C)O. Drug 2: C1CCC(C(C1)N)N.C(=O)(C(=O)[O-])[O-].[Pt+4]. Cell line: KM12. Synergy scores: CSS=40.5, Synergy_ZIP=0.470, Synergy_Bliss=2.44, Synergy_Loewe=-2.94, Synergy_HSA=3.06.